Dataset: Reaction yield outcomes from USPTO patents with 853,638 reactions. Task: Predict the reaction yield, written as a fraction of the theoretical maximum amount of product (1.0 means a 100% yield; for example, 0.34 means a 34% yield). (1) The reactants are [CH3:1][CH:2]([CH3:19])[CH2:3][N:4]([CH2:11][C:12]1[S:16][C:15]([CH3:17])=[N:14][C:13]=1[CH3:18])[CH:5]1[CH2:10][CH2:9][NH:8][CH2:7][CH2:6]1.[C:20]([OH:29])(=[O:28])[C@@H:21]([C@H:23]([C:25]([OH:27])=[O:26])[OH:24])[OH:22]. The catalyst is CO. The product is [C:25]([CH:23]([CH:21]([C:20]([OH:29])=[O:28])[OH:22])[OH:24])([OH:27])=[O:26].[CH3:1][CH:2]([CH3:19])[CH2:3][N:4]([CH2:11][C:12]1[S:16][C:15]([CH3:17])=[N:14][C:13]=1[CH3:18])[CH:5]1[CH2:10][CH2:9][NH:8][CH2:7][CH2:6]1. The yield is 0.980. (2) The reactants are [Cl:1][C:2]1[CH:20]=[C:19]([C:21]2[C:22]([O:27]C)=[N:23][CH:24]=[CH:25][CH:26]=2)[CH:18]=[CH:17][C:3]=1[CH2:4][CH:5]1[CH2:9][CH2:8][N:7]([CH:10]2[CH2:15][CH2:14][CH2:13][CH2:12][CH2:11]2)[C:6]1=[O:16]. The catalyst is ClCCl. The product is [Cl:1][C:2]1[CH:20]=[C:19]([C:21]2[C:22]([OH:27])=[N:23][CH:24]=[CH:25][CH:26]=2)[CH:18]=[CH:17][C:3]=1[CH2:4][CH:5]1[CH2:9][CH2:8][N:7]([CH:10]2[CH2:15][CH2:14][CH2:13][CH2:12][CH2:11]2)[C:6]1=[O:16]. The yield is 0.560. (3) The reactants are [H-].[Na+].[Cl:3][C:4]1[CH:9]=[CH:8][C:7]([O:10][C:11]2[CH:18]=[CH:17][C:16]([CH:19]=O)=[CH:15][C:12]=2[C:13]#[N:14])=[CH:6][C:5]=1[C:21]([F:24])([F:23])[F:22].[CH2:25]1COCC1. The catalyst is [Br-].C[P+](C1C=CC=CC=1)(C1C=CC=CC=1)C1C=CC=CC=1. The product is [Cl:3][C:4]1[CH:9]=[CH:8][C:7]([O:10][C:11]2[CH:18]=[CH:17][C:16]([CH:19]=[CH2:25])=[CH:15][C:12]=2[C:13]#[N:14])=[CH:6][C:5]=1[C:21]([F:24])([F:23])[F:22]. The yield is 0.362. (4) The reactants are [O:1]=[C:2]([N:10]1[C@@H:14]([C:15]2[CH:20]=[CH:19][CH:18]=[CH:17][CH:16]=2)[CH2:13][O:12][C:11]1=[O:21])[CH2:3]P(=O)(OC)OC.CC(C)([O-])C.[K+].[F:28][C:29]1[CH:34]=[CH:33][C:32]([CH2:35][CH:36]=O)=[CH:31][CH:30]=1. The catalyst is C1COCC1. The product is [F:28][C:29]1[CH:34]=[CH:33][C:32]([CH2:35]/[CH:36]=[CH:3]/[C:2]([N:10]2[C@@H:14]([C:15]3[CH:16]=[CH:17][CH:18]=[CH:19][CH:20]=3)[CH2:13][O:12][C:11]2=[O:21])=[O:1])=[CH:31][CH:30]=1. The yield is 0.470. (5) The reactants are Cl[C:2]1[C:7]([Cl:8])=[CH:6][C:5]([O:9][CH2:10][CH:11]([O:15][CH2:16][CH3:17])[O:12][CH2:13][CH3:14])=[CH:4][N:3]=1.CC(C)([O-])C.[K+].[N:24]1[CH:29]=[CH:28][N:27]=[CH:26][C:25]=1[NH:30][C:31]1[C:40]2[C:35](=[CH:36][CH:37]=[C:38]([OH:41])[CH:39]=2)[N:34]=[CH:33][N:32]=1.[Cl-].[NH4+]. The catalyst is CN(C)C(=O)C. The product is [Cl:8][C:7]1[C:2]([O:41][C:38]2[CH:39]=[C:40]3[C:35](=[CH:36][CH:37]=2)[N:34]=[CH:33][N:32]=[C:31]3[NH:30][C:25]2[CH:26]=[N:27][CH:28]=[CH:29][N:24]=2)=[N:3][CH:4]=[C:5]([O:9][CH2:10][CH:11]([O:15][CH2:16][CH3:17])[O:12][CH2:13][CH3:14])[CH:6]=1. The yield is 0.100. (6) The reactants are O[CH:2]1[CH2:7]SC(O)C[S:3]1.[C:9]([CH2:11][C:12]([NH2:14])=[O:13])#[N:10].C(N(CC)CC)C. The catalyst is C(O)C. The product is [NH2:10][C:9]1[S:3][CH:2]=[CH:7][C:11]=1[C:12]([NH2:14])=[O:13]. The yield is 0.690. (7) The reactants are [CH2:1]([C:3]1[C:8]([OH:9])=[C:7]([NH2:10])[CH:6]=[CH:5][CH:4]=1)[CH3:2].Cl[CH2:12][C:13](Cl)=[O:14].C([O-])([O-])=O.[K+].[K+]. No catalyst specified. The product is [CH2:1]([C:3]1[C:8]2[O:9][CH2:12][C:13](=[O:14])[NH:10][C:7]=2[CH:6]=[CH:5][CH:4]=1)[CH3:2]. The yield is 0.610.